Dataset: Forward reaction prediction with 1.9M reactions from USPTO patents (1976-2016). Task: Predict the product of the given reaction. (1) Given the reactants [CH2:1]([O:8][C:9]1[CH:13]=[CH:12][S:11][C:10]=1[C:14]([OH:16])=O)[C:2]1[CH:7]=[CH:6][CH:5]=[CH:4][CH:3]=1.C(Cl)(=O)C(Cl)=O.Cl.[CH3:24][NH:25][O:26][CH3:27].C([O-])([O-])=O.[K+].[K+], predict the reaction product. The product is: [CH2:1]([O:8][C:9]1[CH:13]=[CH:12][S:11][C:10]=1[C:14]([N:25]([O:26][CH3:27])[CH3:24])=[O:16])[C:2]1[CH:3]=[CH:4][CH:5]=[CH:6][CH:7]=1. (2) Given the reactants [Br:1][C:2]1[CH:11]=[C:10]2[C:5]([C:6]([NH:15][CH2:16][C:17]([CH3:20])([OH:19])[CH3:18])=[C:7]([N+:12]([O-])=O)[CH:8]=[N:9]2)=[CH:4][CH:3]=1, predict the reaction product. The product is: [NH2:12][C:7]1[CH:8]=[N:9][C:10]2[C:5]([C:6]=1[NH:15][CH2:16][C:17]([CH3:18])([OH:19])[CH3:20])=[CH:4][CH:3]=[C:2]([Br:1])[CH:11]=2. (3) The product is: [F:42][C:29]1[C:30]([NH:35][S:36]([CH2:39][CH2:40][CH3:41])(=[O:38])=[O:37])=[CH:31][CH:32]=[C:33]([F:34])[C:28]=1[NH:27][C:11]([C:3]1[CH:2]=[N:1][C:10]2[C:5]([CH:4]=1)=[CH:6][CH:7]=[CH:8][CH:9]=2)=[O:13]. Given the reactants [N:1]1[C:10]2[C:5](=[CH:6][CH:7]=[CH:8][CH:9]=2)[CH:4]=[C:3]([C:11]([OH:13])=O)[CH:2]=1.C(Cl)(=O)C(Cl)=O.C(N(CC)CC)C.[NH2:27][C:28]1[C:29]([F:42])=[C:30]([NH:35][S:36]([CH2:39][CH2:40][CH3:41])(=[O:38])=[O:37])[CH:31]=[CH:32][C:33]=1[F:34], predict the reaction product. (4) The product is: [N+:1]([C:4]1[CH:9]=[CH:8][C:7]([C:10]([F:13])([F:12])[F:11])=[CH:6][C:5]=1[S:14]([NH:1][C:4]1[CH:5]=[CH:6][CH:7]=[C:22]2[C:23]=1[N:18]=[CH:19][CH:20]=[CH:21]2)(=[O:16])=[O:15])([O-:3])=[O:2]. Given the reactants [N+:1]([C:4]1[CH:9]=[CH:8][C:7]([C:10]([F:13])([F:12])[F:11])=[CH:6][C:5]=1[S:14](Cl)(=[O:16])=[O:15])([O-:3])=[O:2].[N:18]1[CH:23]=[CH:22][CH:21]=[CH:20][CH:19]=1, predict the reaction product. (5) Given the reactants [C:1]([O:5][C:6]([NH:8][CH:9]([CH2:16][CH:17]([C:21]1[C:26]([F:27])=[CH:25][CH:24]=[C:23]([F:28])[C:22]=1[F:29])[C:18](=O)[CH3:19])[C:10](OC(C)C)=[O:11])=[O:7])([CH3:4])([CH3:3])[CH3:2].C([NH2:33])(C)C, predict the reaction product. The product is: [C:1]([O:5][C:6](=[O:7])[NH:8][CH:9]1[CH2:16][C@@H:17]([C:21]2[C:26]([F:27])=[CH:25][CH:24]=[C:23]([F:28])[C:22]=2[F:29])[C@@H:18]([CH3:19])[NH:33][C:10]1=[O:11])([CH3:4])([CH3:3])[CH3:2]. (6) Given the reactants [O:1]=[S:2]1(=[O:54])[CH2:7][CH2:6][N:5]([CH2:8][CH2:9][NH:10][C@:11]23[CH2:46][CH2:45][C@@H:44]([CH:47]([NH:49][C:50]([O:52][CH3:53])=[O:51])[CH3:48])[C@@H:12]2[C@@H:13]2[C@@:26]([CH3:29])([CH2:27][CH2:28]3)[C@@:25]3([CH3:30])[C@@H:16]([C@:17]4([CH3:43])[C@@H:22]([CH2:23][CH2:24]3)[C:21]([CH3:32])([CH3:31])[C:20]([C:33]3[CH:42]=[CH:41][C:36]([C:37]([O:39]C)=[O:38])=[CH:35][CH:34]=3)=[CH:19][CH2:18]4)[CH2:15][CH2:14]2)[CH2:4][CH2:3]1.O=S1(=O)CCN(CCN[C@]23CC[C@@H](C(N[C:104](=[O:109])[C:105]([F:108])([F:107])[F:106])C)[C@@H]2[C@@H]2[C@@](C)(CC3)[C@@]3(C)[C@@H]([C@]4(C)[C@@H](CC3)C(C)(C)C(C3C=CC(C(OC)=O)=CC=3)=CC4)CC2)CC1.O.[OH-].[Li+], predict the reaction product. The product is: [O:54]=[S:2]1(=[O:1])[CH2:7][CH2:6][N:5]([CH2:8][CH2:9][NH:10][C@:11]23[CH2:46][CH2:45][C@@H:44]([CH:47]([NH:49][C:50]([O:52][CH3:53])=[O:51])[CH3:48])[C@@H:12]2[C@@H:13]2[C@@:26]([CH3:29])([CH2:27][CH2:28]3)[C@@:25]3([CH3:30])[C@@H:16]([C@:17]4([CH3:43])[C@@H:22]([CH2:23][CH2:24]3)[C:21]([CH3:31])([CH3:32])[C:20]([C:33]3[CH:34]=[CH:35][C:36]([C:37]([OH:39])=[O:38])=[CH:41][CH:42]=3)=[CH:19][CH2:18]4)[CH2:15][CH2:14]2)[CH2:4][CH2:3]1.[C:104]([OH:109])([C:105]([F:108])([F:107])[F:106])=[O:1].